Dataset: Forward reaction prediction with 1.9M reactions from USPTO patents (1976-2016). Task: Predict the product of the given reaction. (1) Given the reactants Cl[C:2]1[N:7]=[C:6]([NH:8][C@@H:9]2[CH2:14][CH2:13][CH2:12][CH2:11][C@@H:10]2[NH:15]C(=O)[O-])[CH:5]=[N:4][C:3]=1[C:19]#[N:20].[N:21]1[N:22]([C:26]2[CH:27]=[C:28]([CH:30]=[C:31]([N:33]3[N:37]=[CH:36][CH:35]=[N:34]3)[CH:32]=2)[NH2:29])[N:23]=[CH:24][CH:25]=1.C(=O)([O-])[O-:39].[Cs+].[Cs+].C1C=CC(P(C2C(C3C(P(C4C=CC=CC=4)C4C=CC=CC=4)=CC=C4C=3C=CC=C4)=C3C(C=CC=C3)=CC=2)C2C=CC=CC=2)=CC=1.OS(O)(=O)=O, predict the reaction product. The product is: [NH2:15][C@H:10]1[CH2:11][CH2:12][CH2:13][CH2:14][C@H:9]1[NH:8][C:6]1[N:7]=[C:2]([NH:29][C:28]2[CH:30]=[C:31]([N:33]3[N:34]=[CH:35][CH:36]=[N:37]3)[CH:32]=[C:26]([N:22]3[N:21]=[CH:25][CH:24]=[N:23]3)[CH:27]=2)[C:3]([C:19]([NH2:20])=[O:39])=[N:4][CH:5]=1. (2) The product is: [Br:21][C:19]1[N:20]=[C:15]([NH:25][CH2:24][C:3]2[CH:4]=[C:5]3[C:10](=[CH:11][C:2]=2[F:1])[N:9]=[CH:8][CH:7]=[CH:6]3)[C:16]([NH2:22])=[N:17][CH:18]=1. Given the reactants [F:1][C:2]1[CH:11]=[C:10]2[C:5]([CH:6]=[CH:7][CH:8]=[N:9]2)=[CH:4][C:3]=1NC.Br[C:15]1[C:16]([NH2:22])=[N:17][CH:18]=[C:19]([Br:21])[N:20]=1.C[CH2:24][N:25](C(C)C)C(C)C, predict the reaction product. (3) Given the reactants [NH2:1][C:2]1[C:7]([C:8]#[C:9][C:10]2[CH:11]=[C:12]([NH:16][C:17](=[O:25])OC3C=CC=CC=3)[CH:13]=[CH:14][CH:15]=2)=[C:6]([NH2:26])[N:5]=[CH:4][N:3]=1.[CH:27]1([NH2:36])[C:35]2[C:30](=[CH:31][CH:32]=[CH:33][CH:34]=2)[CH2:29][CH2:28]1, predict the reaction product. The product is: [NH2:26][C:6]1[C:7]([C:8]#[C:9][C:10]2[CH:11]=[C:12]([NH:16][C:17]([NH:36][CH:27]3[C:35]4[C:30](=[CH:31][CH:32]=[CH:33][CH:34]=4)[CH2:29][CH2:28]3)=[O:25])[CH:13]=[CH:14][CH:15]=2)=[C:2]([NH2:1])[N:3]=[CH:4][N:5]=1. (4) Given the reactants [C:1]([O:5][C:6]([NH:8][C@@H:9]([CH2:13][N:14]([C:21]1[CH:26]=[CH:25][CH:24]=[CH:23][CH:22]=1)[C:15]1[N:20]=[CH:19][CH:18]=[CH:17][N:16]=1)[C:10](O)=[O:11])=[O:7])([CH3:4])([CH3:3])[CH3:2].C(N1C=CN=C1)([N:29]1C=CN=C1)=O.N.S(=O)(=O)(O)O, predict the reaction product. The product is: [C:1]([O:5][C:6]([NH:8][C@@H:9]([CH2:13][N:14]([C:21]1[CH:22]=[CH:23][CH:24]=[CH:25][CH:26]=1)[C:15]1[N:16]=[CH:17][CH:18]=[CH:19][N:20]=1)[C:10]([NH2:29])=[O:11])=[O:7])([CH3:4])([CH3:3])[CH3:2]. (5) The product is: [CH2:12]([C:14]1[O:18][C:17]([CH2:19][CH2:20][NH:21][C:22]([NH:24][C:25]2[S:26][C:27]([C:31]3[CH:36]=[C:35]([CH3:37])[N:34]=[C:33]([O:11][CH2:10][CH2:9][N:3]4[CH2:8][CH2:7][O:6][CH2:5][CH2:4]4)[N:32]=3)=[C:28]([CH3:30])[N:29]=2)=[O:23])=[N:16][CH:15]=1)[CH3:13]. Given the reactants [H-].[Na+].[N:3]1([CH2:9][CH2:10][OH:11])[CH2:8][CH2:7][O:6][CH2:5][CH2:4]1.[CH2:12]([C:14]1[O:18][C:17]([CH2:19][CH2:20][NH:21][C:22]([NH:24][C:25]2[S:26][C:27]([C:31]3[CH:36]=[C:35]([CH3:37])[N:34]=[C:33](S(C)=O)[N:32]=3)=[C:28]([CH3:30])[N:29]=2)=[O:23])=[N:16][CH:15]=1)[CH3:13], predict the reaction product. (6) Given the reactants [CH2:1]=[C:2]1[CH2:5][CH:4]([C:6]([O:8][CH2:9][CH3:10])=[O:7])[CH2:3]1.[Si]([C:15](F)([F:17])[F:16])(C)(C)C, predict the reaction product. The product is: [F:16][C:15]1([F:17])[C:2]2([CH2:5][CH:4]([C:6]([O:8][CH2:9][CH3:10])=[O:7])[CH2:3]2)[CH2:1]1.